This data is from Full USPTO retrosynthesis dataset with 1.9M reactions from patents (1976-2016). The task is: Predict the reactants needed to synthesize the given product. (1) Given the product [Cl:1][C:2]1[CH:3]=[CH:4][C:5]([O:23][C@@H:30]([CH3:35])[C:31]([OH:33])=[O:32])=[C:6]([C:8]2[CH:13]=[CH:12][C:11]([C:14]([NH:16][CH:17]([CH2:18][CH3:19])[CH2:20][CH3:21])=[O:15])=[C:10]([F:22])[CH:9]=2)[CH:7]=1, predict the reactants needed to synthesize it. The reactants are: [Cl:1][C:2]1[CH:3]=[CH:4][C:5]([OH:23])=[C:6]([C:8]2[CH:13]=[CH:12][C:11]([C:14]([NH:16][CH:17]([CH2:20][CH3:21])[CH2:18][CH3:19])=[O:15])=[C:10]([F:22])[CH:9]=2)[CH:7]=1.CC1C=CC(O[C@H:30]([CH3:35])[C:31]([O:33]C)=[O:32])=CC=1.C(=O)([O-])[O-].[K+].[K+]. (2) Given the product [CH3:1][N:2]1[CH2:3][CH2:4][N:5]([C:8]2[CH:9]=[C:10]([NH2:14])[CH:11]=[CH:12][CH:13]=2)[CH2:6][CH2:7]1, predict the reactants needed to synthesize it. The reactants are: [CH3:1][N:2]1[CH2:7][CH2:6][N:5]([C:8]2[CH:13]=[CH:12][CH:11]=[C:10]([N+:14]([O-])=O)[CH:9]=2)[CH2:4][CH2:3]1.